From a dataset of Full USPTO retrosynthesis dataset with 1.9M reactions from patents (1976-2016). Predict the reactants needed to synthesize the given product. (1) Given the product [C:1]([O:5][C:6]([NH:8][C:9]1[N:10]=[C:11]([C:15]([OH:17])=[O:16])[N:12]([CH3:14])[CH:13]=1)=[O:7])([CH3:4])([CH3:2])[CH3:3], predict the reactants needed to synthesize it. The reactants are: [C:1]([O:5][C:6]([NH:8][C:9]1[N:10]=[C:11]([C:15]([O:17]C)=[O:16])[N:12]([CH3:14])[CH:13]=1)=[O:7])([CH3:4])([CH3:3])[CH3:2].[OH-].[Na+]. (2) Given the product [F:23][CH:2]([F:1])[O:3][C:4]1[C:9]([O:10][CH3:11])=[CH:8][CH:7]=[C:6]([C:12]2[CH:13]=[C:14]3[C:18](=[CH:19][CH:20]=2)[C:17](=[O:21])[O:16][CH2:15]3)[C:5]=1[O:22][CH2:31][C:32]1[CH:40]=[CH:39][C:35]([C:36]([NH2:38])=[O:37])=[CH:34][CH:33]=1, predict the reactants needed to synthesize it. The reactants are: [F:1][CH:2]([F:23])[O:3][C:4]1[C:5]([OH:22])=[C:6]([C:12]2[CH:13]=[C:14]3[C:18](=[CH:19][CH:20]=2)[C:17](=[O:21])[O:16][CH2:15]3)[CH:7]=[CH:8][C:9]=1[O:10][CH3:11].C(=O)([O-])[O-].[K+].[K+].Br[CH2:31][C:32]1[CH:40]=[CH:39][C:35]([C:36]([NH2:38])=[O:37])=[CH:34][CH:33]=1. (3) Given the product [CH3:31][C:29]1[CH:28]=[N:27][CH:26]=[C:25]([CH2:24][N:19]2[CH2:18][CH2:17][C:16](=[C:15]3[C:10]4[N:11]=[CH:12][CH:13]=[CH:14][C:9]=4[CH2:8][CH2:7][C:6]4[CH:22]=[C:2]([Cl:1])[CH:3]=[CH:4][C:5]3=4)[CH2:21][CH2:20]2)[CH:30]=1, predict the reactants needed to synthesize it. The reactants are: [Cl:1][C:2]1[CH:3]=[CH:4][C:5]2[C:15](=[C:16]3[CH2:21][CH2:20][NH:19][CH2:18][CH2:17]3)[C:10]3=[N:11][CH:12]=[CH:13][CH:14]=[C:9]3[CH2:8][CH2:7][C:6]=2[CH:22]=1.Br[CH2:24][C:25]1[CH:26]=[N:27][CH:28]=[C:29]([CH3:31])[CH:30]=1.